Dataset: Catalyst prediction with 721,799 reactions and 888 catalyst types from USPTO. Task: Predict which catalyst facilitates the given reaction. Reactant: [C@@H:1]1([N:10]2[C:19]3[N:18]=[CH:17][N:16]=[C:14]([NH2:15])[C:13]=3[N:12]=[CH:11]2)[O:9][C@H:6]([CH2:7][OH:8])[C@@H:4]([OH:5])[C@H:2]1[OH:3].[Br:20]N1C(=O)CCC1=O.C(Cl)(Cl)Cl.CO.[NH4+].[OH-]. Product: [Br:20][C:11]1[N:10]([C:19]2[N:18]=[CH:17][N:16]=[C:14]([NH2:15])[C:13]=2[N:12]=1)[C@@H:1]1[O:9][C@H:6]([CH2:7][OH:8])[C@@H:4]([OH:5])[C@H:2]1[OH:3]. The catalyst class is: 3.